This data is from Reaction yield outcomes from USPTO patents with 853,638 reactions. The task is: Predict the reaction yield, written as a fraction of the theoretical maximum amount of product (1.0 means a 100% yield; for example, 0.34 means a 34% yield). (1) The reactants are [Cl:1][C:2]1[CH:7]=[CH:6][CH:5]=[C:4]([Cl:8])[C:3]=1[NH:9][C:10]([NH:12][C:13]1[C:18]([Cl:19])=[CH:17][CH:16]=[CH:15][C:14]=1[Cl:20])=[O:11].[C:21](Cl)(=[O:26])[CH2:22][C:23](Cl)=[O:24]. The catalyst is C(Cl)(Cl)Cl. The product is [Cl:1][C:2]1[CH:7]=[CH:6][CH:5]=[C:4]([Cl:8])[C:3]=1[N:9]1[C:23](=[O:24])[CH2:22][C:21](=[O:26])[N:12]([C:13]2[C:14]([Cl:20])=[CH:15][CH:16]=[CH:17][C:18]=2[Cl:19])[C:10]1=[O:11]. The yield is 0.200. (2) The reactants are [CH3:1][O:2][C:3]1[CH:4]=[C:5]2[C:10](=[CH:11][C:12]=1[O:13][CH3:14])[N:9]=[CH:8][CH:7]=[C:6]2[O:15][C:16]1[CH:22]=[CH:21][C:19]([NH2:20])=[CH:18][CH:17]=1.Cl[C:24](Cl)([O:26][C:27](=[O:33])OC(Cl)(Cl)Cl)Cl.[CH:35]1(O)[CH2:39]C[CH2:37][CH2:36]1.C(=O)(O)[O-].[Na+]. The catalyst is C(Cl)Cl.C(N(CC)CC)C.C1(C)C=CC=CC=1. The product is [CH3:1][O:2][C:3]1[CH:4]=[C:5]2[C:10](=[CH:11][C:12]=1[O:13][CH3:14])[N:9]=[CH:8][CH:7]=[C:6]2[O:15][C:16]1[CH:22]=[CH:21][C:19]([NH:20][C:27](=[O:33])[O:26][CH:24]2[CH2:37][CH2:36][CH2:35][CH2:39]2)=[CH:18][CH:17]=1. The yield is 0.530. (3) The reactants are [N+:1]([C:4]1[CH:13]=[C:12]2[C:7]([CH2:8][CH2:9][N:10]([C:14]([O:16][C:17]([CH3:20])([CH3:19])[CH3:18])=[O:15])[CH2:11]2)=[CH:6][CH:5]=1)([O-])=O. The catalyst is CO.[OH-].[OH-].[Pd+2]. The product is [NH2:1][C:4]1[CH:13]=[C:12]2[C:7]([CH2:8][CH2:9][N:10]([C:14]([O:16][C:17]([CH3:20])([CH3:19])[CH3:18])=[O:15])[CH2:11]2)=[CH:6][CH:5]=1. The yield is 0.690.